This data is from Forward reaction prediction with 1.9M reactions from USPTO patents (1976-2016). The task is: Predict the product of the given reaction. (1) Given the reactants C1COCC1.CO.O[Li].O.C[O:12][C:13]([C:15]1[S:23][C:22]2[C:17](=[N:18][CH:19]=[CH:20][C:21]=2[O:24][C:25]2[CH:26]=[C:27]3[C:31](=[CH:32][CH:33]=2)[N:30]([C:34](=[O:37])[NH:35][CH3:36])[C:29]([CH3:38])=[CH:28]3)[CH:16]=1)=[O:14], predict the reaction product. The product is: [CH3:38][C:29]1[N:30]([C:34](=[O:37])[NH:35][CH3:36])[C:31]2[C:27]([CH:28]=1)=[CH:26][C:25]([O:24][C:21]1[CH:20]=[CH:19][N:18]=[C:17]3[CH:16]=[C:15]([C:13]([OH:14])=[O:12])[S:23][C:22]=13)=[CH:33][CH:32]=2. (2) Given the reactants [F:1][C:2]1[CH:7]=[C:6]([I:8])[CH:5]=[CH:4][C:3]=1[CH2:9][N:10]1[C:19]2[C:14](=[CH:15][CH:16]=[CH:17][CH:18]=2)[C:13](=O)[C:12]([C:21](OCC)=[O:22])=[CH:11]1.P(Cl)(Cl)(Cl)=O.[F:31][C:32]1[CH:37]=[CH:36][CH:35]=[CH:34][C:33]=1[NH:38][NH2:39].C(=O)([O-])[O-].[K+].[K+], predict the reaction product. The product is: [F:1][C:2]1[CH:7]=[C:6]([I:8])[CH:5]=[CH:4][C:3]=1[CH2:9][N:10]1[C:19]2[CH:18]=[CH:17][CH:16]=[CH:15][C:14]=2[C:13]2=[N:39][N:38]([C:33]3[CH:34]=[CH:35][CH:36]=[CH:37][C:32]=3[F:31])[C:21](=[O:22])[C:12]2=[CH:11]1.